From a dataset of Full USPTO retrosynthesis dataset with 1.9M reactions from patents (1976-2016). Predict the reactants needed to synthesize the given product. (1) Given the product [Cl:30][C:27]1[CH:28]=[CH:29][C:24]([NH:23][C:19]2[N:18]=[C:17]([C:16]3[C:8]([C:4]4[CH:3]=[C:2]([NH:1][C:45](=[O:46])[CH2:44][C:40]5[S:39][CH:43]=[CH:42][CH:41]=5)[CH:7]=[CH:6][CH:5]=4)=[N:9][N:10]4[CH:15]=[CH:14][CH:13]=[CH:12][C:11]=34)[CH:22]=[CH:21][N:20]=2)=[CH:25][C:26]=1[O:31][CH2:32][CH2:33][N:34]1[CH2:35][CH2:36][CH2:37][CH2:38]1, predict the reactants needed to synthesize it. The reactants are: [NH2:1][C:2]1[CH:3]=[C:4]([C:8]2[C:16]([C:17]3[CH:22]=[CH:21][N:20]=[C:19]([NH:23][C:24]4[CH:29]=[CH:28][C:27]([Cl:30])=[C:26]([O:31][CH2:32][CH2:33][N:34]5[CH2:38][CH2:37][CH2:36][CH2:35]5)[CH:25]=4)[N:18]=3)=[C:11]3[CH:12]=[CH:13][CH:14]=[CH:15][N:10]3[N:9]=2)[CH:5]=[CH:6][CH:7]=1.[S:39]1[CH:43]=[CH:42][CH:41]=[C:40]1[CH2:44][C:45](Cl)=[O:46]. (2) Given the product [Br:1][C:2]1[CH:3]=[C:4]([CH2:10][CH:11]([NH:14][CH:15]=[O:16])[CH2:12][CH3:13])[CH:5]=[CH:6][C:7]=1[O:8][CH3:9], predict the reactants needed to synthesize it. The reactants are: [Br:1][C:2]1[CH:3]=[C:4]([CH2:10][CH:11]([NH2:14])[CH2:12][CH3:13])[CH:5]=[CH:6][C:7]=1[O:8][CH3:9].[CH:15](O)=[O:16]. (3) Given the product [Cl:1][C:2]1[C:7]([N+:8]([O-:10])=[O:9])=[C:6]([O:19][CH3:18])[N:5]=[C:4]([N:12]2[CH2:17][CH2:16][O:15][CH2:14][CH2:13]2)[CH:3]=1, predict the reactants needed to synthesize it. The reactants are: [Cl:1][C:2]1[C:7]([N+:8]([O-:10])=[O:9])=[C:6](Cl)[N:5]=[C:4]([N:12]2[CH2:17][CH2:16][O:15][CH2:14][CH2:13]2)[CH:3]=1.[CH3:18][O-:19].[Na+]. (4) Given the product [F:1][C:2]1[CH:7]=[CH:6][C:5]([C:8]2[N:19]=[C:11]([CH3:12])[NH:10][CH:9]=2)=[CH:4][CH:3]=1, predict the reactants needed to synthesize it. The reactants are: [F:1][C:2]1[CH:7]=[CH:6][C:5]([C:8](=O)[CH2:9][NH:10][C:11](=O)[CH3:12])=[CH:4][CH:3]=1.C([O-])(C)=O.[NH4+:19].CC(O)=O. (5) Given the product [Cl:1][C:2]1[CH:9]=[C:8]([N:10]2[C:14](=[O:15])[C@@H:13]([CH2:16][CH:17]([CH3:18])[CH3:19])[C@H:12]([OH:20])[C@@H:11]2[CH3:21])[CH:7]=[CH:6][C:3]=1[C:4]#[N:5], predict the reactants needed to synthesize it. The reactants are: [Cl:1][C:2]1[CH:9]=[C:8]([N:10]2[C:14](=[O:15])[C@@H:13]([CH2:16][C:17]([CH3:19])=[CH2:18])[C@H:12]([OH:20])[C@@H:11]2[CH3:21])[CH:7]=[CH:6][C:3]=1[C:4]#[N:5]. (6) Given the product [O:7]1[CH:20]([C:21]([O:23][CH2:24][CH3:25])=[O:22])[CH2:26][O:18][C:17]2[CH:16]=[C:15]3[C:10](=[CH:9][C:8]1=2)[CH:11]=[CH:12][CH:13]=[CH:14]3, predict the reactants needed to synthesize it. The reactants are: C(=O)([O-])[O-].[K+].[K+].[OH:7][C:8]1[C:17]([OH:18])=[CH:16][C:15]2[C:10](=[CH:11][CH:12]=[CH:13][CH:14]=2)[CH:9]=1.Br[CH:20]([CH2:26]Br)[C:21]([O:23][CH2:24][CH3:25])=[O:22]. (7) Given the product [C:1]([C:5]1[CH:10]=[CH:9][CH:8]=[C:7]([CH:15]=[O:16])[C:6]=1[OH:11])([CH3:4])([CH3:2])[CH3:3], predict the reactants needed to synthesize it. The reactants are: [C:1]([C:5]1[CH:10]=[CH:9][CH:8]=[CH:7][C:6]=1[OH:11])([CH3:4])([CH3:3])[CH3:2].[Cl-].[Mg+2].[Cl-].[CH2:15]=[O:16].C(N(CC)CC)C.